Task: Predict which catalyst facilitates the given reaction.. Dataset: Catalyst prediction with 721,799 reactions and 888 catalyst types from USPTO (1) Reactant: [CH:1]([C:4]1[C:8]([CH2:9][CH2:10][CH2:11][OH:12])=[CH:7][N:6]([C:13]2[CH:18]=[CH:17][C:16]([C:19]([F:22])([F:21])[F:20])=[CH:15][N:14]=2)[N:5]=1)([CH3:3])[CH3:2].O[C:24]1[C:28]([CH2:29][CH2:30][C:31]([O:33]C)=[O:32])=[CH:27][N:26]([CH3:35])[N:25]=1.C(P(CCCC)CCCC)CCC.N(C(N1CCCCC1)=O)=NC(N1CCCCC1)=O. Product: [CH:1]([C:4]1[C:8]([CH2:9][CH2:10][CH2:11][O:12][C:24]2[C:28]([CH2:29][CH2:30][C:31]([OH:33])=[O:32])=[CH:27][N:26]([CH3:35])[N:25]=2)=[CH:7][N:6]([C:13]2[CH:18]=[CH:17][C:16]([C:19]([F:21])([F:20])[F:22])=[CH:15][N:14]=2)[N:5]=1)([CH3:3])[CH3:2]. The catalyst class is: 7. (2) Product: [CH3:1][O:2][C:3](=[O:27])[C:4]1[CH:9]=[CH:8][C:7]([NH:10][C:11](=[O:26])[CH:12]([C:19]2[CH:20]=[CH:21][C:22]([NH:25][C:38]([C:39]3[CH:40]=[N:41][CH:42]=[CH:43][CH:44]=3)=[O:45])=[CH:23][CH:24]=2)[CH2:13][CH:14]2[CH2:15][CH2:16][CH2:17][CH2:18]2)=[N:6][CH:5]=1. The catalyst class is: 7. Reactant: [CH3:1][O:2][C:3](=[O:27])[C:4]1[CH:9]=[CH:8][C:7]([NH:10][C:11](=[O:26])[CH:12]([C:19]2[CH:24]=[CH:23][C:22]([NH2:25])=[CH:21][CH:20]=2)[CH2:13][CH:14]2[CH2:18][CH2:17][CH2:16][CH2:15]2)=[N:6][CH:5]=1.C(N(CC)C(C)C)(C)C.Cl.[C:38](Cl)(=[O:45])[C:39]1[CH:44]=[CH:43][CH:42]=[N:41][CH:40]=1. (3) Product: [CH3:3][O:4][C:5](=[O:18])[C:6]1[CH:11]=[C:10]([N:12]([S:13]([CH3:16])(=[O:14])=[O:15])[CH3:20])[N:9]=[C:8]([Cl:17])[CH:7]=1. The catalyst class is: 3. Reactant: [H-].[Na+].[CH3:3][O:4][C:5](=[O:18])[C:6]1[CH:11]=[C:10]([NH:12][S:13]([CH3:16])(=[O:15])=[O:14])[N:9]=[C:8]([Cl:17])[CH:7]=1.I[CH3:20].